Dataset: Catalyst prediction with 721,799 reactions and 888 catalyst types from USPTO. Task: Predict which catalyst facilitates the given reaction. (1) Product: [CH3:1][N:2]1[CH2:6][CH2:5][N:4]([C:7]2[C:11]([N+:14]([O-:16])=[O:15])=[CH:10][N:9]([CH3:12])[N:8]=2)[C:3]1=[O:13]. Reactant: [CH3:1][N:2]1[CH2:6][CH2:5][N:4]([C:7]2[CH:11]=[CH:10][N:9]([CH3:12])[N:8]=2)[C:3]1=[O:13].[N+:14]([O-])([OH:16])=[O:15].C(=O)([O-])O.[Na+]. The catalyst class is: 152. (2) Reactant: [Cl:1][C:2]1[CH:7]=[CH:6][C:5]([N:8]2[CH:12]=[CH:11][CH:10]=[C:9]2/[CH:13]=[CH:14]/[C:15]([O:17][CH3:18])=[O:16])=[C:4]([C:19]([C:21]2[C:30]3[C:25](=[CH:26][CH:27]=[CH:28][CH:29]=3)[CH:24]=[CH:23][CH:22]=2)=[O:20])[CH:3]=1.[BH4-].[Na+]. Product: [Cl:1][C:2]1[CH:7]=[CH:6][C:5]2[N:8]3[CH:12]=[CH:11][CH:10]=[C:9]3[CH:13]([CH2:14][C:15]([O:17][CH3:18])=[O:16])[O:20][CH:19]([C:21]3[C:30]4[C:25](=[CH:26][CH:27]=[CH:28][CH:29]=4)[CH:24]=[CH:23][CH:22]=3)[C:4]=2[CH:3]=1. The catalyst class is: 5.